This data is from NCI-60 drug combinations with 297,098 pairs across 59 cell lines. The task is: Regression. Given two drug SMILES strings and cell line genomic features, predict the synergy score measuring deviation from expected non-interaction effect. (1) Drug 2: CS(=O)(=O)OCCCCOS(=O)(=O)C. Synergy scores: CSS=7.37, Synergy_ZIP=-2.33, Synergy_Bliss=0.0874, Synergy_Loewe=-59.6, Synergy_HSA=1.40. Drug 1: C1=NC2=C(N=C(N=C2N1C3C(C(C(O3)CO)O)F)Cl)N. Cell line: SK-MEL-5. (2) Drug 1: CC1=C(C=C(C=C1)NC2=NC=CC(=N2)N(C)C3=CC4=NN(C(=C4C=C3)C)C)S(=O)(=O)N.Cl. Drug 2: C1=CC(=CC=C1CC(C(=O)O)N)N(CCCl)CCCl.Cl. Cell line: M14. Synergy scores: CSS=-2.62, Synergy_ZIP=1.48, Synergy_Bliss=-0.217, Synergy_Loewe=-7.31, Synergy_HSA=-4.88. (3) Drug 1: CC1=C(C=C(C=C1)NC2=NC=CC(=N2)N(C)C3=CC4=NN(C(=C4C=C3)C)C)S(=O)(=O)N.Cl. Drug 2: CC(CN1CC(=O)NC(=O)C1)N2CC(=O)NC(=O)C2. Cell line: OVCAR-5. Synergy scores: CSS=18.7, Synergy_ZIP=-4.34, Synergy_Bliss=1.53, Synergy_Loewe=-1.60, Synergy_HSA=-0.290.